This data is from Catalyst prediction with 721,799 reactions and 888 catalyst types from USPTO. The task is: Predict which catalyst facilitates the given reaction. (1) Reactant: [CH3:1][C:2]1[N:10]([CH2:11][C:12]([O:14]C(C)(C)C)=[O:13])[C:9]2[C:4](=[N:5][C:6]([CH3:19])=[CH:7][CH:8]=2)[C:3]=1[S:20][C:21]1[CH:26]=[CH:25][C:24]([S:27]([CH3:30])(=[O:29])=[O:28])=[CH:23][CH:22]=1.FC(F)(F)C(O)=O. Product: [CH3:1][C:2]1[N:10]([CH2:11][C:12]([OH:14])=[O:13])[C:9]2[C:4](=[N:5][C:6]([CH3:19])=[CH:7][CH:8]=2)[C:3]=1[S:20][C:21]1[CH:26]=[CH:25][C:24]([S:27]([CH3:30])(=[O:29])=[O:28])=[CH:23][CH:22]=1. The catalyst class is: 2. (2) Reactant: [Br:1][C:2]1[CH:3]=[C:4]2[C:8](=[CH:9][CH:10]=1)[NH:7][C:6](=[O:11])[C:5]2=O.[NH:13]1[C:17]([C:18]2[CH:27]=[CH:26][C:21]([C:22]([NH:24][NH2:25])=[O:23])=[CH:20][CH:19]=2)=[N:16][N:15]=[N:14]1. Product: [Br:1][C:2]1[CH:3]=[C:4]2[C:8](=[CH:9][CH:10]=1)[NH:7][C:6](=[O:11])[C:5]2=[N:25][NH:24][C:22](=[O:23])[C:21]1[CH:26]=[CH:27][C:18]([C:17]2[NH:16][N:15]=[N:14][N:13]=2)=[CH:19][CH:20]=1. The catalyst class is: 15.